This data is from Peptide-MHC class II binding affinity with 134,281 pairs from IEDB. The task is: Regression. Given a peptide amino acid sequence and an MHC pseudo amino acid sequence, predict their binding affinity value. This is MHC class II binding data. (1) The peptide sequence is PANDKFTVFEAAFNNAIKAS. The MHC is HLA-DPA10301-DPB10402 with pseudo-sequence HLA-DPA10301-DPB10402. The binding affinity (normalized) is 0.496. (2) The peptide sequence is LMTSRRVLEREEVPT. The MHC is DRB1_0101 with pseudo-sequence DRB1_0101. The binding affinity (normalized) is 0.591. (3) The peptide sequence is CKTLTPLMSSKFPEL. The MHC is DRB1_0701 with pseudo-sequence DRB1_0701. The binding affinity (normalized) is 0.522. (4) The peptide sequence is KVKFGHVSINPADIA. The binding affinity (normalized) is 0.340. The MHC is DRB5_0101 with pseudo-sequence DRB5_0101. (5) The peptide sequence is MENRWQVMIVWQVDR. The MHC is HLA-DPA10103-DPB10301 with pseudo-sequence HLA-DPA10103-DPB10301. The binding affinity (normalized) is 0.198. (6) The peptide sequence is APYMVGDVITSGDIT. The MHC is DRB1_1501 with pseudo-sequence DRB1_1501. The binding affinity (normalized) is 0.607. (7) The peptide sequence is KTFEREYPTIKQKKPHHHHHH. The MHC is DRB4_0103 with pseudo-sequence DRB4_0103. The binding affinity (normalized) is 0.383. (8) The binding affinity (normalized) is 0.552. The MHC is DRB1_0802 with pseudo-sequence DRB1_0802. The peptide sequence is AFQVAATAANAAPAN. (9) The peptide sequence is DDLMIRVIAQGPTAT. The MHC is HLA-DPA10103-DPB10201 with pseudo-sequence HLA-DPA10103-DPB10201. The binding affinity (normalized) is 0. (10) The peptide sequence is KNWMTETLLVQNANPDCKTI. The MHC is HLA-DPA10201-DPB10501 with pseudo-sequence HLA-DPA10201-DPB10501. The binding affinity (normalized) is 0.249.